From a dataset of Catalyst prediction with 721,799 reactions and 888 catalyst types from USPTO. Predict which catalyst facilitates the given reaction. Reactant: [OH:1][N:2]=[C:3]1[CH:7]=[CH:6][S:5][C:4]1=[C:8]([C:11]1[CH:16]=[CH:15][CH:14]=[CH:13][C:12]=1[CH3:17])[C:9]#[N:10].[CH2:18]([S:21](Cl)(=[O:23])=[O:22])[CH2:19][CH3:20].C(N(CC)CC)C.O. Product: [CH2:18]([S:21]([O:1][N:2]=[C:3]1[CH:7]=[CH:6][S:5][C:4]1=[C:8]([C:11]1[CH:16]=[CH:15][CH:14]=[CH:13][C:12]=1[CH3:17])[C:9]#[N:10])(=[O:23])=[O:22])[CH2:19][CH3:20]. The catalyst class is: 217.